Regression. Given two drug SMILES strings and cell line genomic features, predict the synergy score measuring deviation from expected non-interaction effect. From a dataset of NCI-60 drug combinations with 297,098 pairs across 59 cell lines. (1) Drug 1: CC1=C2C(C(=O)C3(C(CC4C(C3C(C(C2(C)C)(CC1OC(=O)C(C(C5=CC=CC=C5)NC(=O)C6=CC=CC=C6)O)O)OC(=O)C7=CC=CC=C7)(CO4)OC(=O)C)O)C)OC(=O)C. Drug 2: CCN(CC)CCNC(=O)C1=C(NC(=C1C)C=C2C3=C(C=CC(=C3)F)NC2=O)C. Cell line: SR. Synergy scores: CSS=31.2, Synergy_ZIP=14.5, Synergy_Bliss=11.5, Synergy_Loewe=9.99, Synergy_HSA=9.00. (2) Drug 1: CC12CCC(CC1=CCC3C2CCC4(C3CC=C4C5=CN=CC=C5)C)O. Drug 2: CN1C2=C(C=C(C=C2)N(CCCl)CCCl)N=C1CCCC(=O)O.Cl. Cell line: M14. Synergy scores: CSS=-2.21, Synergy_ZIP=0.347, Synergy_Bliss=-0.813, Synergy_Loewe=-4.64, Synergy_HSA=-2.59. (3) Drug 1: CCC1=C2CN3C(=CC4=C(C3=O)COC(=O)C4(CC)O)C2=NC5=C1C=C(C=C5)O. Drug 2: CN1C2=C(C=C(C=C2)N(CCCl)CCCl)N=C1CCCC(=O)O.Cl. Cell line: RXF 393. Synergy scores: CSS=4.72, Synergy_ZIP=-1.79, Synergy_Bliss=-1.60, Synergy_Loewe=-35.0, Synergy_HSA=-2.75. (4) Drug 1: CN1CCC(CC1)COC2=C(C=C3C(=C2)N=CN=C3NC4=C(C=C(C=C4)Br)F)OC. Drug 2: CC1C(C(CC(O1)OC2CC(CC3=C2C(=C4C(=C3O)C(=O)C5=C(C4=O)C(=CC=C5)OC)O)(C(=O)CO)O)N)O.Cl. Cell line: SNB-75. Synergy scores: CSS=57.1, Synergy_ZIP=2.05, Synergy_Bliss=7.20, Synergy_Loewe=-6.53, Synergy_HSA=8.97.